Dataset: Full USPTO retrosynthesis dataset with 1.9M reactions from patents (1976-2016). Task: Predict the reactants needed to synthesize the given product. (1) Given the product [CH2:8]([C:5]1[CH:4]=[N:3][C:2]([NH:13][C@H:14]2[CH2:18][CH2:17][C@@H:16]([C:19]([OH:21])=[O:20])[CH2:15]2)=[N:7][CH:6]=1)[CH2:9][CH2:10][CH2:11][CH3:12], predict the reactants needed to synthesize it. The reactants are: Cl[C:2]1[N:7]=[CH:6][C:5]([CH2:8][CH2:9][CH2:10][CH2:11][CH3:12])=[CH:4][N:3]=1.[NH2:13][C@H:14]1[CH2:18][CH2:17][C@@H:16]([C:19]([OH:21])=[O:20])[CH2:15]1.C(=O)([O-])[O-].[K+].[K+].CS(C)=O. (2) Given the product [CH3:18][O:19][C:20]1[CH:21]=[C:22]([CH:39]=[CH:40][C:41]=1[O:42][CH3:43])[CH2:23][CH:24]1[C:30]2[CH:31]=[C:32]([O:37][CH3:38])[C:33]([O:35][CH3:36])=[CH:34][C:29]=2[CH2:28][CH2:27][CH2:26][N:25]1[CH2:2][C:3]([NH:17][CH:12]1[C:13]2[C:9](=[C:8]([O:7][CH3:6])[CH:16]=[CH:15][CH:14]=2)[CH2:10][CH2:11]1)=[O:4], predict the reactants needed to synthesize it. The reactants are: Br[CH2:2][C:3](Br)=[O:4].[CH3:6][O:7][C:8]1[CH:16]=[CH:15][CH:14]=[C:13]2[C:9]=1[CH2:10][CH2:11][CH:12]2[NH2:17].[CH3:18][O:19][C:20]1[CH:21]=[C:22]([CH:39]=[CH:40][C:41]=1[O:42][CH3:43])[CH2:23][CH:24]1[C:30]2[CH:31]=[C:32]([O:37][CH3:38])[C:33]([O:35][CH3:36])=[CH:34][C:29]=2[CH2:28][CH2:27][CH2:26][NH:25]1.